From a dataset of Peptide-MHC class II binding affinity with 134,281 pairs from IEDB. Regression. Given a peptide amino acid sequence and an MHC pseudo amino acid sequence, predict their binding affinity value. This is MHC class II binding data. (1) The peptide sequence is ATVATAPEVKYTVFETALKKAITAMS. The MHC is DRB4_0101 with pseudo-sequence DRB4_0103. The binding affinity (normalized) is 0.816. (2) The peptide sequence is WRSFLNKVKSLRILN. The MHC is DRB1_1101 with pseudo-sequence DRB1_1101. The binding affinity (normalized) is 0.836. (3) The peptide sequence is RIIAGTLEVHAVKPA. The MHC is HLA-DQA10104-DQB10503 with pseudo-sequence HLA-DQA10104-DQB10503. The binding affinity (normalized) is 0.157. (4) The peptide sequence is MKTGRRGSANGKTLG. The MHC is DRB1_0701 with pseudo-sequence DRB1_0701. The binding affinity (normalized) is 0.273. (5) The peptide sequence is DKKCIEWEKAQHGAC. The MHC is DRB5_0101 with pseudo-sequence DRB5_0101. The binding affinity (normalized) is 0.442. (6) The peptide sequence is VTFKNAHAKKPEVVV. The MHC is DRB1_0701 with pseudo-sequence DRB1_0701. The binding affinity (normalized) is 0.415. (7) The peptide sequence is GEIGAIALDFKPGTS. The MHC is DRB1_0101 with pseudo-sequence DRB1_0101. The binding affinity (normalized) is 0.234. (8) The MHC is DRB1_1001 with pseudo-sequence DRB1_1001. The peptide sequence is IKLVKSSRPDCSEIP. The binding affinity (normalized) is 0.430.